This data is from Reaction yield outcomes from USPTO patents with 853,638 reactions. The task is: Predict the reaction yield, written as a fraction of the theoretical maximum amount of product (1.0 means a 100% yield; for example, 0.34 means a 34% yield). (1) The reactants are [O:1]1[C:5]2[CH:6]=[CH:7][C:8]([C:10]3([C:13]([NH:15][C:16]4[CH:17]=[C:18]5[C:22](=[CH:23][C:24]=4[F:25])[NH:21][CH:20]([C:26]([CH3:29])([CH3:28])[CH3:27])[CH2:19]5)=[O:14])[CH2:12][CH2:11]3)=[CH:9][C:4]=2[O:3][CH2:2]1.[O:30]1[CH2:35][CH2:34][CH2:33][CH:32]([CH:36]=O)[CH2:31]1.[BH-](OC(C)=O)(OC(C)=O)OC(C)=O.[Na+]. The catalyst is ClCCl. The product is [O:1]1[C:5]2[CH:6]=[CH:7][C:8]([C:10]3([C:13]([NH:15][C:16]4[CH:17]=[C:18]5[C:22](=[CH:23][C:24]=4[F:25])[N:21]([CH2:36][CH:32]4[CH2:33][CH2:34][CH2:35][O:30][CH2:31]4)[CH:20]([C:26]([CH3:29])([CH3:28])[CH3:27])[CH2:19]5)=[O:14])[CH2:12][CH2:11]3)=[CH:9][C:4]=2[O:3][CH2:2]1. The yield is 0.500. (2) The yield is 0.930. The reactants are O[Li].O.[CH:4]1[C:9]([C:10]2[CH:11]=[CH:12][C:13]([F:17])=[CH:14][C:15]=2[F:16])=[CH:8][C:7]([C:18]([OH:20])=[O:19])=[C:6]([OH:21])[CH:5]=1.[CH2:22]1COCC1.Cl. The catalyst is CO.O. The product is [F:16][C:15]1[CH:14]=[C:13]([F:17])[CH:12]=[CH:11][C:10]=1[C:9]1[CH:4]=[CH:5][C:6]([O:21][CH3:22])=[C:7]([C:18]([OH:20])=[O:19])[CH:8]=1. (3) The reactants are [C:1]([C:5]1[CH:6]=[C:7]([NH:17][C:18]([NH:20][C:21]2[CH:22]=[N:23][C:24]([N:27]3[CH2:32][CH2:31][NH:30][CH2:29][CH2:28]3)=[CH:25][CH:26]=2)=[O:19])[N:8]([C:10]2[CH:15]=[CH:14][C:13]([CH3:16])=[CH:12][CH:11]=2)[N:9]=1)([CH3:4])([CH3:3])[CH3:2].C(N(CC)CC)C.[CH3:40][C:41]([CH3:46])([CH3:45])[C:42](Cl)=[O:43]. The catalyst is C(Cl)Cl. The product is [C:1]([C:5]1[CH:6]=[C:7]([NH:17][C:18]([NH:20][C:21]2[CH:22]=[N:23][C:24]([N:27]3[CH2:28][CH2:29][N:30]([C:42](=[O:43])[C:41]([CH3:46])([CH3:45])[CH3:40])[CH2:31][CH2:32]3)=[CH:25][CH:26]=2)=[O:19])[N:8]([C:10]2[CH:15]=[CH:14][C:13]([CH3:16])=[CH:12][CH:11]=2)[N:9]=1)([CH3:4])([CH3:2])[CH3:3]. The yield is 0.730. (4) The reactants are C(N(S(F)(F)[F:7])CC)C.[CH2:10]([N:14]1[CH2:31][CH:30]([CH2:32]O)[O:29][C:16]2([CH2:21][CH2:20][N:19]([C:22]([O:24][C:25]([CH3:28])([CH3:27])[CH3:26])=[O:23])[CH2:18][CH2:17]2)[CH2:15]1)[C:11]#[C:12][CH3:13].CO.ClCCl. The catalyst is ClCCl. The product is [CH2:10]([N:14]1[CH2:31][CH:30]([CH2:32][F:7])[O:29][C:16]2([CH2:21][CH2:20][N:19]([C:22]([O:24][C:25]([CH3:28])([CH3:27])[CH3:26])=[O:23])[CH2:18][CH2:17]2)[CH2:15]1)[C:11]#[C:12][CH3:13]. The yield is 0.460. (5) The reactants are [CH3:1][C:2]1[O:6][N:5]=[C:4]([C:7]2[CH:12]=[CH:11][CH:10]=[CH:9][CH:8]=2)[C:3]=1[CH2:13][O:14][C:15]1[CH:23]=[CH:22][C:18]([C:19]([OH:21])=O)=[CH:17][N:16]=1.[CH:24]1([NH2:27])[CH2:26][CH2:25]1. No catalyst specified. The product is [CH:24]1([NH:27][C:19](=[O:21])[C:18]2[CH:22]=[CH:23][C:15]([O:14][CH2:13][C:3]3[C:4]([C:7]4[CH:8]=[CH:9][CH:10]=[CH:11][CH:12]=4)=[N:5][O:6][C:2]=3[CH3:1])=[N:16][CH:17]=2)[CH2:26][CH2:25]1. The yield is 0.680. (6) The reactants are CS(C)=O.C(Cl)(=O)C(Cl)=O.[C:11]([N:18]1[CH2:23][CH2:22][CH:21]([CH2:24][OH:25])[CH2:20][CH2:19]1)([O:13][C:14]([CH3:17])([CH3:16])[CH3:15])=[O:12].C(N(CC)CC)C. The catalyst is ClCCl.O. The product is [C:11]([N:18]1[CH2:23][CH2:22][CH:21]([CH:24]=[O:25])[CH2:20][CH2:19]1)([O:13][C:14]([CH3:17])([CH3:16])[CH3:15])=[O:12]. The yield is 0.910. (7) The reactants are Br[C:2]1[C:3]([NH:14]C(=O)C(F)(F)F)=[CH:4][C:5]2[N:9]([CH3:10])[C:8](=[O:11])[N:7]([CH3:12])[C:6]=2[CH:13]=1.CN(C)CC(O)=O.[CH2:28]([O:30][C:31]1[CH:32]=[C:33]([OH:37])[CH:34]=[CH:35][CH:36]=1)[CH3:29].C(=O)([O-])[O-].[Cs+].[Cs+].FC(F)(F)C(N)=O. The catalyst is CO.[Cu]I.O1CCOCC1. The product is [NH2:14][C:3]1[C:2]([O:37][C:33]2[CH:34]=[CH:35][CH:36]=[C:31]([O:30][CH2:28][CH3:29])[CH:32]=2)=[CH:13][C:6]2[N:7]([CH3:12])[C:8](=[O:11])[N:9]([CH3:10])[C:5]=2[CH:4]=1. The yield is 0.290.